From a dataset of Experimentally validated miRNA-target interactions with 360,000+ pairs, plus equal number of negative samples. Binary Classification. Given a miRNA mature sequence and a target amino acid sequence, predict their likelihood of interaction. (1) The miRNA is hsa-miR-5193 with sequence UCCUCCUCUACCUCAUCCCAGU. The protein sequence of the target gene is MANFKGHALPGSFFLIIGLCWSVKYPLKYFSHTRKNSPLHYYQRLEIVEAAIRTLFSVTGILAEQFVPDGPHLHLYHENHWIKLMNWQHSTMYLFFAVSGIVDMLTYLVSHVPLGVDRLVMAVAVFMEGFLFYYHVHNRPPLDQHIHSLLLYALFGGCVSISLEVIFRDHIVLELFRTSLIILQGTWFWQIGFVLFPPFGTPEWDQKDDANLMFITMCFCWHYLAALSIVAVNYSLVYCLLTRMKRHGRGEIIGIQKLNSDDTYQTALLSGSDEE. Result: 1 (interaction). (2) The miRNA is cel-lsy-6-3p with sequence UUUUGUAUGAGACGCAUUUCGA. The protein sequence of the target gene is MGPRRLLIVALGLSLCGPLLSSRVPMSQPESERTDATVNPRSFFLRNPSENTFELVPLGDEEEEEKNESVLLEGRAVYLNISLPPHTPPPPFISEDASGYLTSPWLTLFMPSVYTIVFIVSLPLNVLAIAVFVLRMKVKKPAVVYMLHLAMADVLFVSVLPFKISYYFSGTDWQFGSGMCRFATAAFYGNMYASIMLMTVISIDRFLAVVYPIQSLSWRTLGRANFTCVVIWVMAIMGVVPLLLKEQTTRVPGLNITTCHDVLSENLMQGFYSYYFSAFSAIFFLVPLIVSTVCYTSIIR.... Result: 0 (no interaction).